From a dataset of Full USPTO retrosynthesis dataset with 1.9M reactions from patents (1976-2016). Predict the reactants needed to synthesize the given product. (1) Given the product [F:1]/[C:2](/[C:17]1[CH:21]=[C:20]([CH3:22])[N:19]([CH2:23][C:24]2[CH:25]=[C:26]([C:27]([N:37]3[CH2:38][CH2:39][CH:34]([OH:33])[CH2:35][CH2:36]3)=[O:28])[CH:30]=[CH:31][CH:32]=2)[N:18]=1)=[CH:3]\[C:4]1[CH:9]=[CH:8][C:7]([C:10]([CH3:15])([CH3:16])[C:11]([F:14])([F:13])[F:12])=[CH:6][CH:5]=1, predict the reactants needed to synthesize it. The reactants are: [F:1]/[C:2](/[C:17]1[CH:21]=[C:20]([CH3:22])[N:19]([CH2:23][C:24]2[CH:25]=[C:26]([CH:30]=[CH:31][CH:32]=2)[C:27](O)=[O:28])[N:18]=1)=[CH:3]\[C:4]1[CH:9]=[CH:8][C:7]([C:10]([CH3:16])([CH3:15])[C:11]([F:14])([F:13])[F:12])=[CH:6][CH:5]=1.[OH:33][CH:34]1[CH2:39][CH2:38][NH:37][CH2:36][CH2:35]1. (2) Given the product [CH3:50][O:49][C:48]([NH:47][C@@H:43]([CH:44]([CH3:46])[CH3:45])[C:42]([N:37]1[C@@H:38]([CH3:41])[CH2:39][CH2:40][C@H:36]1[C:34]1[NH:35][C:31]([C:22]2[CH:21]=[C:20]3[O:19][CH2:18][C:17]4[C:26]5[C:25]3=[C:24]([CH2:30][O:29][C:27]=5[CH:28]=[C:15]([C:12]3[NH:11][C:10]([C@@H:7]5[CH2:6][C@H:5]([CH2:4][O:3][CH3:2])[CH2:9][N:8]5[C:59](=[O:60])[C@@H:58]([NH:57][C:55](=[O:56])[O:54][CH3:53])[CH:62]([CH3:64])[CH3:63])=[N:14][CH:13]=3)[CH:16]=4)[CH:23]=2)=[CH:32][N:33]=1)=[O:52])=[O:51], predict the reactants needed to synthesize it. The reactants are: Cl.[CH3:2][O:3][CH2:4][C@@H:5]1[CH2:9][NH:8][C@H:7]([C:10]2[NH:11][C:12]([C:15]3[CH:28]=[C:27]4[O:29][CH2:30][C:24]5[C:25]6[C:26]4=[C:17]([CH2:18][O:19][C:20]=6[CH:21]=[C:22]([C:31]4[NH:35][C:34]([C@@H:36]6[CH2:40][CH2:39][C@H:38]([CH3:41])[N:37]6[C:42](=[O:52])[C@@H:43]([NH:47][C:48](=[O:51])[O:49][CH3:50])[CH:44]([CH3:46])[CH3:45])=[N:33][CH:32]=4)[CH:23]=5)[CH:16]=3)=[CH:13][N:14]=2)[CH2:6]1.[CH3:53][O:54][C:55]([NH:57][C@@H:58]([CH:62]([CH3:64])[CH3:63])[C:59](O)=[O:60])=[O:56].CN(C(ON1N=NC2C=CC=NC1=2)=[N+](C)C)C.F[P-](F)(F)(F)(F)F.CN1CCOCC1. (3) Given the product [CH3:1][O:2][C:3]1[CH:4]=[C:5]2[C:10](=[CH:11][CH:12]=1)[N:9]=[C:8]([CH2:13][Br:21])[CH:7]=[CH:6]2, predict the reactants needed to synthesize it. The reactants are: [CH3:1][O:2][C:3]1[CH:4]=[C:5]2[C:10](=[CH:11][CH:12]=1)[N:9]=[C:8]([CH3:13])[CH:7]=[CH:6]2.C1C(=O)N([Br:21])C(=O)C1.CC(N=NC(C#N)(C)C)(C#N)C. (4) Given the product [N:8]1([CH2:11][C:12]2[CH:13]=[C:14]3[C:19](=[CH:20][CH:21]=2)[N:18]=[CH:17][CH:16]=[CH:15]3)[C:6]2=[N:7][CH:2]=[CH:3][N:4]=[C:5]2[N:10]=[N:9]1, predict the reactants needed to synthesize it. The reactants are: Br[C:2]1[N:7]=[C:6]2[N:8]([CH2:11][C:12]3[CH:13]=[C:14]4[C:19](=[CH:20][CH:21]=3)[N:18]=[CH:17][CH:16]=[CH:15]4)[N:9]=[N:10][C:5]2=[N:4][CH:3]=1.CC(O)=O.CCOC(C)=O.[H][H]. (5) Given the product [CH:1]1([C:4]2[NH:8][N:7]=[C:6]([N:9]3[C:10]4=[N:11][C:12]([NH:17][C@H:18]([C:20]5[CH:21]=[CH:22][C:23]([F:26])=[CH:24][CH:25]=5)[CH3:19])=[CH:13][CH:14]=[C:15]4[N:16]=[CH:27]3)[CH:5]=2)[CH2:3][CH2:2]1, predict the reactants needed to synthesize it. The reactants are: [CH:1]1([C:4]2[NH:8][N:7]=[C:6]([NH:9][C:10]3[C:15]([NH2:16])=[CH:14][CH:13]=[C:12]([NH:17][C@H:18]([C:20]4[CH:25]=[CH:24][C:23]([F:26])=[CH:22][CH:21]=4)[CH3:19])[N:11]=3)[CH:5]=2)[CH2:3][CH2:2]1.[C:27](O)(=O)C.C(N)=N.C([O-])(O)=O.[Na+].CCOC(C)=O. (6) Given the product [OH:16][C:15]1[N:1]([C:3]2[CH:8]=[C:7]([CH:6]=[CH:5][N:4]=2)[C:9]([OH:11])=[O:10])[N:2]=[C:13]([CH3:20])[CH:14]=1, predict the reactants needed to synthesize it. The reactants are: [NH:1]([C:3]1[CH:8]=[C:7]([C:9]([OH:11])=[O:10])[CH:6]=[CH:5][N:4]=1)[NH2:2].O=[C:13]([CH3:20])[CH2:14][C:15](OCC)=[O:16]. (7) Given the product [F:23][C:2]([F:1])([F:22])[O:3][C:4]1[CH:21]=[CH:20][CH:19]=[CH:18][C:5]=1[C:6]([NH:8][C:9]1[N:13]=[C:12]([C:14]([OH:16])=[O:15])[NH:11][N:10]=1)=[O:7], predict the reactants needed to synthesize it. The reactants are: [F:1][C:2]([F:23])([F:22])[O:3][C:4]1[CH:21]=[CH:20][CH:19]=[CH:18][C:5]=1[C:6]([NH:8][C:9]1[N:13]=[C:12]([C:14]([O:16]C)=[O:15])[NH:11][N:10]=1)=[O:7].C(O)C.[OH-].[K+]. (8) Given the product [O:39]=[S:2]1(=[O:1])[C:8]2[CH:9]=[CH:10][CH:11]=[CH:12][C:7]=2[CH2:6][N:5]([C:13]2[CH:22]=[C:21]([NH:23][C:24](=[O:25])[C@@H:26]3[CH2:30][CH2:29][CH2:28][NH:27]3)[C:20]3[C:15](=[CH:16][CH:17]=[C:18]([CH3:38])[CH:19]=3)[N:14]=2)[CH2:4][CH2:3]1, predict the reactants needed to synthesize it. The reactants are: [O:1]=[S:2]1(=[O:39])[C:8]2[CH:9]=[CH:10][CH:11]=[CH:12][C:7]=2[CH2:6][N:5]([C:13]2[CH:22]=[C:21]([NH:23][C:24]([CH:26]3[CH2:30][CH2:29][CH2:28][N:27]3C(OC(C)(C)C)=O)=[O:25])[C:20]3[C:15](=[CH:16][CH:17]=[C:18]([CH3:38])[CH:19]=3)[N:14]=2)[CH2:4][CH2:3]1.Cl.